This data is from Full USPTO retrosynthesis dataset with 1.9M reactions from patents (1976-2016). The task is: Predict the reactants needed to synthesize the given product. (1) Given the product [F:1][C:2]1[C:3]2[CH2:12][S:11][CH2:10][C:4]=2[S:5][CH:6]=1, predict the reactants needed to synthesize it. The reactants are: [F:1][C:2]1[C:3]2[CH2:12][S:11][CH2:10][C:4]=2[S:5][C:6]=1C(O)=O.Cl. (2) Given the product [NH2:2][CH2:3][C:4]1[CH:5]=[C:6]([C:22]2[CH:23]=[C:24]([C:26]([NH:28][CH2:29][C@H:30]3[CH2:31][CH2:32][C@H:33]([CH2:36][NH:37][C:38](=[O:44])[O:39][C:40]([CH3:41])([CH3:42])[CH3:43])[CH2:34][CH2:35]3)=[O:27])[CH:25]=[C:20]([Cl:19])[N:21]=2)[CH:7]=[CH:8][CH:9]=1, predict the reactants needed to synthesize it. The reactants are: Cl.[NH2:2][CH2:3][C:4]1[CH:5]=[C:6](B(O)O)[CH:7]=[CH:8][CH:9]=1.C(=O)([O-])[O-].[Cs+].[Cs+].[Cl:19][C:20]1[CH:25]=[C:24]([C:26]([NH:28][CH2:29][C@H:30]2[CH2:35][CH2:34][C@H:33]([CH2:36][NH:37][C:38](=[O:44])[O:39][C:40]([CH3:43])([CH3:42])[CH3:41])[CH2:32][CH2:31]2)=[O:27])[CH:23]=[C:22](Cl)[N:21]=1. (3) Given the product [Cl:1][C:2]1[CH:7]=[CH:6][C:5]([N:8]2[C:16]([C:17]([NH:19][CH3:20])=[O:18])=[C:15]3[C:10]([CH:11]=[C:12]([N:24]([S:30]([CH3:33])(=[O:32])=[O:31])[CH2:25][CH2:26][CH2:27][CH:28]4[CH2:29][O:36]4)[C:13]([CH:21]4[CH2:23][CH2:22]4)=[CH:14]3)=[N:9]2)=[CH:4][CH:3]=1, predict the reactants needed to synthesize it. The reactants are: [Cl:1][C:2]1[CH:7]=[CH:6][C:5]([N:8]2[C:16]([C:17]([NH:19][CH3:20])=[O:18])=[C:15]3[C:10]([CH:11]=[C:12]([N:24]([S:30]([CH3:33])(=[O:32])=[O:31])[CH2:25][CH2:26][CH2:27][CH:28]=[CH2:29])[C:13]([CH:21]4[CH2:23][CH2:22]4)=[CH:14]3)=[N:9]2)=[CH:4][CH:3]=1.C(O)(=[O:36])C.C1C(=O)N(Br)C(=O)C1.[OH-].[Na+]. (4) Given the product [CH3:19][O:20][C:21]1[CH:27]=[CH:26][C:24]([NH:25][CH2:17][CH2:16][N:3]2[CH:4]=[CH:5][C:6]3[C:11](=[CH:10][C:9]([C:12]([O:14][CH3:15])=[O:13])=[CH:8][CH:7]=3)[C:2]2=[O:1])=[CH:23][CH:22]=1, predict the reactants needed to synthesize it. The reactants are: [O:1]=[C:2]1[C:11]2[C:6](=[CH:7][CH:8]=[C:9]([C:12]([O:14][CH3:15])=[O:13])[CH:10]=2)[CH:5]=[CH:4][N:3]1[CH2:16][CH:17]=O.[CH3:19][O:20][C:21]1[CH:27]=[CH:26][C:24]([NH2:25])=[CH:23][CH:22]=1.C(O)(=O)C.C([BH3-])#N.[Na+]. (5) Given the product [Br:9][C:10]1[CH:17]=[CH:16][C:13]([CH:14]([OH:15])[CH2:1][CH2:2][CH2:3][CH2:4][CH2:5][CH3:6])=[CH:12][CH:11]=1, predict the reactants needed to synthesize it. The reactants are: [CH2:1]([Mg]Br)[CH2:2][CH2:3][CH2:4][CH2:5][CH3:6].[Br:9][C:10]1[CH:17]=[CH:16][C:13]([CH:14]=[O:15])=[CH:12][CH:11]=1.Cl.